From a dataset of Forward reaction prediction with 1.9M reactions from USPTO patents (1976-2016). Predict the product of the given reaction. (1) Given the reactants [H-].[Na+].[F:3][C:4]([F:16])([C:9]1[S:10][CH:11]=[C:12]([CH2:14][OH:15])[N:13]=1)[C:5]([F:8])([F:7])[F:6].Br[C:18]1[CH:23]=[CH:22][N:21]([C:24]2[CH:25]=[CH:26][C:27]3[N:31]=[C:30]([CH:32]4[CH2:34][CH2:33]4)[N:29]([CH3:35])[C:28]=3[CH:36]=2)[C:20](=[O:37])[CH:19]=1, predict the reaction product. The product is: [CH:32]1([C:30]2[N:29]([CH3:35])[C:28]3[CH:36]=[C:24]([N:21]4[CH:22]=[CH:23][C:18]([O:15][CH2:14][C:12]5[N:13]=[C:9]([C:4]([F:3])([F:16])[C:5]([F:8])([F:7])[F:6])[S:10][CH:11]=5)=[CH:19][C:20]4=[O:37])[CH:25]=[CH:26][C:27]=3[N:31]=2)[CH2:33][CH2:34]1. (2) Given the reactants [F:1][C:2]([F:13])([F:12])[C:3]1[CH:11]=[CH:10][C:6]([C:7]([OH:9])=O)=[CH:5][CH:4]=1.CN1CCOCC1.[NH2:21][C:22]1[CH:23]=[CH:24][C:25]([Cl:31])=[C:26]([CH:30]=1)[C:27]([OH:29])=[O:28].C([O-])(O)=O.[Na+], predict the reaction product. The product is: [F:12][C:2]([F:1])([F:13])[C:3]1[CH:4]=[CH:5][C:6]([C:7]([NH:21][C:22]2[CH:23]=[CH:24][C:25]([Cl:31])=[C:26]([CH:30]=2)[C:27]([OH:29])=[O:28])=[O:9])=[CH:10][CH:11]=1.